This data is from Peptide-MHC class I binding affinity with 185,985 pairs from IEDB/IMGT. The task is: Regression. Given a peptide amino acid sequence and an MHC pseudo amino acid sequence, predict their binding affinity value. This is MHC class I binding data. (1) The peptide sequence is GTSRNKRGV. The MHC is Mamu-B8301 with pseudo-sequence Mamu-B8301. The binding affinity (normalized) is 0. (2) The peptide sequence is WAPEGDIRL. The MHC is HLA-B40:01 with pseudo-sequence HLA-B40:01. The binding affinity (normalized) is 0.0847. (3) The peptide sequence is ADVFHLYLQY. The MHC is HLA-B18:01 with pseudo-sequence HLA-B18:01. The binding affinity (normalized) is 0.0813. (4) The peptide sequence is LQISRVNDL. The MHC is HLA-A68:02 with pseudo-sequence HLA-A68:02. The binding affinity (normalized) is 0. (5) The peptide sequence is VSSGKNIKR. The MHC is HLA-A24:02 with pseudo-sequence HLA-A24:02. The binding affinity (normalized) is 0.